Dataset: Reaction yield outcomes from USPTO patents with 853,638 reactions. Task: Predict the reaction yield, written as a fraction of the theoretical maximum amount of product (1.0 means a 100% yield; for example, 0.34 means a 34% yield). (1) The reactants are [O:1]1[C:5](=[O:6])[CH:4]=[CH:3][C:2]1=[O:7].[CH:8]1[CH2:14][CH:13]=[CH:12][CH:11]=[CH:10][CH:9]=1. The catalyst is C1(C)C(C)=CC=CC=1. The product is [CH:9]12[CH:8]=[CH:14][CH:13]([CH:12]3[CH:10]1[CH2:11]3)[CH:4]1[CH:3]2[C:2](=[O:7])[O:1][C:5]1=[O:6]. The yield is 0.0800. (2) The reactants are [F-].C([N+](CCCC)(CCCC)CCCC)CCC.C([Si](C)(C)[O:24][C:25]1[CH:30]=[CH:29][C:28]([C:31]([OH:36])([CH2:34][CH3:35])[CH2:32][CH3:33])=[CH:27][C:26]=1[O:37][CH3:38])(C)(C)C. The catalyst is O1CCCC1.C(OCC)(=O)C. The product is [CH2:32]([C:31]([C:28]1[CH:29]=[CH:30][C:25]([OH:24])=[C:26]([O:37][CH3:38])[CH:27]=1)([OH:36])[CH2:34][CH3:35])[CH3:33]. The yield is 0.830. (3) The reactants are [Cl:1][C:2]1[CH:7]=[C:6]([Cl:8])[CH:5]=[CH:4][C:3]=1[C:9]1[N:10]=[C:11]([CH2:16][C:17]2[CH:22]=[CH:21][C:20]([C:23]3[CH:28]=[CH:27][C:26]([O:29][C:30]4[CH:31]=[CH:32][C:33]([NH:39][S:40]([CH3:43])(=[O:42])=[O:41])=[C:34]([CH:38]=4)[C:35]([OH:37])=[O:36])=[CH:25][CH:24]=3)=[CH:19][CH:18]=2)[N:12]([CH2:14][CH3:15])[CH:13]=1.I[CH3:45]. No catalyst specified. The product is [Cl:1][C:2]1[CH:7]=[C:6]([Cl:8])[CH:5]=[CH:4][C:3]=1[C:9]1[N:10]=[C:11]([CH2:16][C:17]2[CH:18]=[CH:19][C:20]([C:23]3[CH:24]=[CH:25][C:26]([O:29][C:30]4[CH:31]=[CH:32][C:33]([N:39]([S:40]([CH3:43])(=[O:42])=[O:41])[CH3:45])=[C:34]([CH:38]=4)[C:35]([OH:37])=[O:36])=[CH:27][CH:28]=3)=[CH:21][CH:22]=2)[N:12]([CH2:14][CH3:15])[CH:13]=1. The yield is 0.230. (4) The reactants are CO[C:3](OC)([N:5]([CH3:7])[CH3:6])[CH3:4].[C:10](#[N:14])[CH2:11][C:12]#[N:13]. The catalyst is C(O)C.C(OCC)C. The product is [CH3:6][N:5]([CH3:7])[C:3](=[C:11]([C:10]#[N:14])[C:12]#[N:13])[CH3:4]. The yield is 0.960. (5) The reactants are N1[C:14]2[C:5](=[CH:6][CH:7]=[C:8]3[C:13]=2N=CC=[CH:9]3)C=CC=1.[C:15]([O-:18])([O-])=O.[Cs+].[Cs+].I[C:22]1[CH:27]=CC=C[C:23]=1C. The catalyst is [Cu]I.C(O)CCC. The product is [CH2:15]([O:18][C:13]1[CH:14]=[CH:5][CH:6]=[CH:7][C:8]=1[CH3:9])[CH2:23][CH2:22][CH3:27]. The yield is 0.970. (6) The product is [Cl:2][C:3]1[CH:8]=[CH:7][CH:6]=[C:5]([Cl:9])[C:4]=1[CH2:10][C:11]1[N:12]=[C:17]([OH:18])[CH:16]=[C:15]([OH:22])[N:13]=1. The catalyst is C(O)C. The yield is 0.764. The reactants are Cl.[Cl:2][C:3]1[CH:8]=[CH:7][CH:6]=[C:5]([Cl:9])[C:4]=1[CH2:10][C:11](=[NH:13])[NH2:12].[Na].[C:15](OCC)(=[O:22])[CH2:16][C:17](OCC)=[O:18].